This data is from Full USPTO retrosynthesis dataset with 1.9M reactions from patents (1976-2016). The task is: Predict the reactants needed to synthesize the given product. (1) Given the product [CH3:15][O:14][C:12](=[O:13])[C:11]([NH:6][C:5]1[CH:7]=[CH:8][C:2]([Cl:1])=[C:3]([CH3:9])[CH:4]=1)=[O:16], predict the reactants needed to synthesize it. The reactants are: [Cl:1][C:2]1[CH:8]=[CH:7][C:5]([NH2:6])=[CH:4][C:3]=1[CH3:9].Cl[C:11](=[O:16])[C:12]([O:14][CH3:15])=[O:13]. (2) Given the product [Cl:23][C:24]1[CH:25]=[C:26]2[C:30](=[CH:31][CH:32]=1)[NH:29][CH:28]=[C:27]2[CH2:33][CH2:34][NH:35][C:12]([C:9]1[N:8]=[C:7]([CH2:6][C:5]2[CH:17]=[CH:18][C:19]([O:20][CH3:21])=[C:3]([O:2][CH3:1])[CH:4]=2)[O:11][N:10]=1)=[O:14], predict the reactants needed to synthesize it. The reactants are: [CH3:1][O:2][C:3]1[CH:4]=[C:5]([CH:17]=[CH:18][C:19]=1[O:20][CH3:21])[CH2:6][C:7]1[O:11][N:10]=[C:9]([C:12]([O:14]CC)=O)[N:8]=1.Cl.[Cl:23][C:24]1[CH:25]=[C:26]2[C:30](=[CH:31][CH:32]=1)[NH:29][CH:28]=[C:27]2[CH2:33][CH2:34][NH2:35].CN(C(ON1N=NC2C=CC=NC1=2)=[N+](C)C)C.F[P-](F)(F)(F)(F)F.C(N(CC)C(C)C)(C)C. (3) Given the product [Br:27][C:15]1[C:16]([C:20]#[N:21])=[N:17][N:18]([CH3:19])[C:14]=1[CH2:13][CH2:12][N:3]1[C:2](=[O:1])[C:10]2[C:5](=[CH:6][CH:7]=[CH:8][CH:9]=2)[C:4]1=[O:11], predict the reactants needed to synthesize it. The reactants are: [O:1]=[C:2]1[C:10]2[C:5](=[CH:6][CH:7]=[CH:8][CH:9]=2)[C:4](=[O:11])[N:3]1[CH2:12][CH2:13][C:14]1[N:18]([CH3:19])[N:17]=[C:16]([C:20]#[N:21])[CH:15]=1.C([O-])(=O)C.[K+].[Br:27]Br.S([O-])(O)=O.[Na+].